This data is from Catalyst prediction with 721,799 reactions and 888 catalyst types from USPTO. The task is: Predict which catalyst facilitates the given reaction. (1) Reactant: [NH2:1][C:2]1[CH:3]=[C:4]([NH:9][C:10]2[C:15]([Cl:16])=[CH:14][N:13]=[C:12]([NH:17][C:18]3[CH:19]=[N:20][N:21]([CH:23]4[CH2:28][CH2:27][N:26]([CH3:29])[CH2:25][CH2:24]4)[CH:22]=3)[N:11]=2)[CH:5]=[CH:6][C:7]=1[F:8].C(N(CC)CC)C.Cl[CH2:38][CH2:39][S:40](Cl)(=[O:42])=[O:41]. Product: [Cl:16][C:15]1[C:10]([NH:9][C:4]2[CH:5]=[CH:6][C:7]([F:8])=[C:2]([NH:1][S:40]([CH:39]=[CH2:38])(=[O:42])=[O:41])[CH:3]=2)=[N:11][C:12]([NH:17][C:18]2[CH:19]=[N:20][N:21]([CH:23]3[CH2:28][CH2:27][N:26]([CH3:29])[CH2:25][CH2:24]3)[CH:22]=2)=[N:13][CH:14]=1. The catalyst class is: 1. (2) Reactant: [CH2:1]([O:3][C:4](=[O:21])[C:5]([CH3:20])([O:7][C:8]1[CH:13]=[CH:12][CH:11]=[C:10]([CH:14]2[CH2:19][CH2:18][CH2:17][NH:16][CH2:15]2)[CH:9]=1)[CH3:6])[CH3:2].[CH:22]([C:25]1[CH:39]=[CH:38][C:28]([CH2:29][O:30][C:31](N2C=CN=C2)=[O:32])=[CH:27][CH:26]=1)([CH3:24])[CH3:23].Cl. Product: [CH:22]([C:25]1[CH:39]=[CH:38][C:28]([CH2:29][O:30][C:31]([N:16]2[CH2:17][CH2:18][CH2:19][CH:14]([C:10]3[CH:11]=[CH:12][CH:13]=[C:8]([O:7][C:5]([C:4]([O:3][CH2:1][CH3:2])=[O:21])([CH3:20])[CH3:6])[CH:9]=3)[CH2:15]2)=[O:32])=[CH:27][CH:26]=1)([CH3:24])[CH3:23]. The catalyst class is: 93. (3) Reactant: [Br:1][C:2]1[C:3](=[O:27])[N:4]([C:19]2[C:24]([F:25])=[CH:23][CH:22]=[CH:21][C:20]=2[F:26])[C:5]([CH3:18])=[CH:6][C:7]=1[O:8][CH2:9][C:10]1[CH:15]=[CH:14][C:13]([F:16])=[CH:12][C:11]=1[F:17].[I:28]N1C(=O)CCC1=O.ClC(Cl)C(O)=O. Product: [Br:1][C:2]1[C:3](=[O:27])[N:4]([C:19]2[C:24]([F:25])=[CH:23][CH:22]=[CH:21][C:20]=2[F:26])[C:5]([CH3:18])=[C:6]([I:28])[C:7]=1[O:8][CH2:9][C:10]1[CH:15]=[CH:14][C:13]([F:16])=[CH:12][C:11]=1[F:17]. The catalyst class is: 68. (4) Reactant: [Cl:1][C:2]1[CH:3]=[CH:4][C:5]2[NH:11]/[C:10](=[N:12]\[NH:13][C:14](=O)[CH2:15][F:16])/[C@@H:9]([CH2:18][C:19]3[S:20][C:21]([CH2:24][CH2:25][C:26]([O:28][CH3:29])=[O:27])=[CH:22][N:23]=3)[S:8][C@H:7]([C:30]3[CH:35]=[CH:34][CH:33]=[C:32]([O:36][CH3:37])[C:31]=3[O:38][CH3:39])[C:6]=2[CH:40]=1. Product: [Cl:1][C:2]1[CH:3]=[CH:4][C:5]2[N:11]3[C:14]([CH2:15][F:16])=[N:13][N:12]=[C:10]3[C@@H:9]([CH2:18][C:19]3[S:20][C:21]([CH2:24][CH2:25][C:26]([O:28][CH3:29])=[O:27])=[CH:22][N:23]=3)[S:8][C@H:7]([C:30]3[CH:35]=[CH:34][CH:33]=[C:32]([O:36][CH3:37])[C:31]=3[O:38][CH3:39])[C:6]=2[CH:40]=1. The catalyst class is: 15. (5) Product: [OH:8][C:9]1[CH:10]=[CH:11][C:12]([N:15]2[C:19]([C:20]3[CH:32]=[CH:31][C:23]([O:24][CH2:25][CH2:26][NH:27][C:28]([NH2:30])=[O:29])=[CH:22][CH:21]=3)=[CH:18][C:17]([C:33]([F:35])([F:36])[F:34])=[N:16]2)=[CH:13][CH:14]=1. Reactant: C([O:8][C:9]1[CH:14]=[CH:13][C:12]([N:15]2[C:19]([C:20]3[CH:32]=[CH:31][C:23]([O:24][CH2:25][CH2:26][NH:27][C:28]([NH2:30])=[O:29])=[CH:22][CH:21]=3)=[CH:18][C:17]([C:33]([F:36])([F:35])[F:34])=[N:16]2)=[CH:11][CH:10]=1)C1C=CC=CC=1. The catalyst class is: 19.